Dataset: CYP1A2 inhibition data for predicting drug metabolism from PubChem BioAssay. Task: Regression/Classification. Given a drug SMILES string, predict its absorption, distribution, metabolism, or excretion properties. Task type varies by dataset: regression for continuous measurements (e.g., permeability, clearance, half-life) or binary classification for categorical outcomes (e.g., BBB penetration, CYP inhibition). Dataset: cyp1a2_veith. The compound is CSc1c(-c2ccccc2)nc2ccc(Cl)cc2c1C(=O)O. The result is 0 (non-inhibitor).